This data is from Forward reaction prediction with 1.9M reactions from USPTO patents (1976-2016). The task is: Predict the product of the given reaction. (1) Given the reactants [H-].[Na+].I[CH3:4].[CH2:5]([C:12]1[CH:13]=[C:14]([N:18]2[CH2:22][C@H:21]([OH:23])[C@H:20]([OH:24])[CH2:19]2)[CH:15]=[CH:16][CH:17]=1)[C:6]1[CH:11]=[CH:10][CH:9]=[CH:8][CH:7]=1, predict the reaction product. The product is: [CH2:5]([C:12]1[CH:13]=[C:14]([N:18]2[CH2:22][C@H:21]([O:23][CH3:4])[C@H:20]([OH:24])[CH2:19]2)[CH:15]=[CH:16][CH:17]=1)[C:6]1[CH:7]=[CH:8][CH:9]=[CH:10][CH:11]=1. (2) Given the reactants [CH3:1][N:2]([CH3:33])[C:3]1([C:27]2[CH:32]=[CH:31][CH:30]=[CH:29][CH:28]=2)[CH2:8][CH2:7][C:6](=[CH:9][C:10]([N:12]2[CH2:17][CH2:16][CH2:15][CH:14]([C:18]3[C:26]4[C:21](=[CH:22][CH:23]=[CH:24][CH:25]=4)[NH:20][CH:19]=3)[CH2:13]2)=[O:11])[CH2:5][CH2:4]1.[Cl:34][Si](C)(C)C, predict the reaction product. The product is: [ClH:34].[CH3:33][N:2]([CH3:1])[C:3]1([C:27]2[CH:28]=[CH:29][CH:30]=[CH:31][CH:32]=2)[CH2:8][CH2:7][C:6](=[CH:9][C:10]([N:12]2[CH2:17][CH2:16][CH2:15][CH:14]([C:18]3[C:26]4[C:21](=[CH:22][CH:23]=[CH:24][CH:25]=4)[NH:20][CH:19]=3)[CH2:13]2)=[O:11])[CH2:5][CH2:4]1. (3) Given the reactants [Cl:1][C:2]1[CH:3]=[C:4]([I:9])[C:5]([NH2:8])=[N:6][CH:7]=1.COC(OC)[N:13]([CH3:15])C.Cl.NO.C([O-])(O)=[O:22].[Na+], predict the reaction product. The product is: [Cl:1][C:2]1[CH:3]=[C:4]([I:9])[C:5](/[N:8]=[CH:15]\[NH:13][OH:22])=[N:6][CH:7]=1. (4) Given the reactants [CH3:1][O:2][C:3]1[N:8]=[CH:7][C:6]([C:9]2[CH:14]=[CH:13][C:12](/[CH:15]=[CH:16]/[C@H:17]3[O:26][C@H:20]4[O:21][C:22]([CH3:25])([CH3:24])[O:23][C@H:19]4[C@H:18]3[CH2:27][CH2:28][N:29]3[C:37](=[O:38])[C:36]4[C:31](=[CH:32][CH:33]=[CH:34][CH:35]=4)[C:30]3=[O:39])=[CH:11][CH:10]=2)=[CH:5][CH:4]=1.[H][H], predict the reaction product. The product is: [CH3:1][O:2][C:3]1[N:8]=[CH:7][C:6]([C:9]2[CH:14]=[CH:13][C:12]([CH2:15][CH2:16][C@H:17]3[O:26][C@H:20]4[O:21][C:22]([CH3:24])([CH3:25])[O:23][C@H:19]4[C@H:18]3[CH2:27][CH2:28][N:29]3[C:37](=[O:38])[C:36]4[C:31](=[CH:32][CH:33]=[CH:34][CH:35]=4)[C:30]3=[O:39])=[CH:11][CH:10]=2)=[CH:5][CH:4]=1. (5) Given the reactants [F:1][C:2]([F:7])([F:6])[C:3]([OH:5])=[O:4].[NH2:8][C@H:9]([C:14]([N:16]1[CH2:43][CH2:42][CH2:41][C@@H:17]1[C:18]([NH:20][CH2:21][CH2:22][CH2:23][NH:24][C:25]1[C:38]2[C:37](=[O:39])[C:36]3[C:31](=[CH:32][CH:33]=[CH:34][CH:35]=3)[C:30](=[O:40])[C:29]=2[CH:28]=[CH:27][CH:26]=1)=[O:19])=[O:15])[CH2:10][CH:11]([CH3:13])[CH3:12].[CH2:44]([N:46](CC)CC)[CH3:45], predict the reaction product. The product is: [F:1][C:2]([F:7])([F:6])[C:3]([OH:5])=[O:4].[NH2:46][CH2:44][C:45]([NH:8][C@H:9]([C:14]([N:16]1[CH2:43][CH2:42][CH2:41][C@@H:17]1[C:18]([NH:20][CH2:21][CH2:22][CH2:23][NH:24][C:25]1[C:38]2[C:37](=[O:39])[C:36]3[C:31](=[CH:32][CH:33]=[CH:34][CH:35]=3)[C:30](=[O:40])[C:29]=2[CH:28]=[CH:27][CH:26]=1)=[O:19])=[O:15])[CH2:10][CH:11]([CH3:12])[CH3:13])=[O:4]. (6) Given the reactants [Cl:1][C:2]1[C:3]([F:14])=[C:4]([C:7]([C:10]([F:13])([F:12])[F:11])=[CH:8][CH:9]=1)[CH:5]=[O:6].[CH:15]([Mg]Br)=[CH2:16], predict the reaction product. The product is: [Cl:1][C:2]1[C:3]([F:14])=[C:4]([CH:5]([OH:6])[CH:15]=[CH2:16])[C:7]([C:10]([F:12])([F:13])[F:11])=[CH:8][CH:9]=1. (7) Given the reactants F[C:2]1[N:7]=[CH:6][C:5]([C:8]2([OH:35])[CH2:13][CH2:12][CH:11]([N:14]3[CH2:17][CH:16]([NH:18][C:19]([CH2:21][NH:22][C:23](=[O:34])[C:24]4[CH:29]=[CH:28][CH:27]=[C:26]([C:30]([F:33])([F:32])[F:31])[CH:25]=4)=[O:20])[CH2:15]3)[CH2:10][CH2:9]2)=[CH:4][CH:3]=1.[C-:36]#[N:37].[K+].C1OCCOCCOCCOCCOCCOC1, predict the reaction product. The product is: [C:36]([C:2]1[N:7]=[CH:6][C:5]([C:8]2([OH:35])[CH2:13][CH2:12][CH:11]([N:14]3[CH2:17][CH:16]([NH:18][C:19]([CH2:21][NH:22][C:23](=[O:34])[C:24]4[CH:29]=[CH:28][CH:27]=[C:26]([C:30]([F:31])([F:33])[F:32])[CH:25]=4)=[O:20])[CH2:15]3)[CH2:10][CH2:9]2)=[CH:4][CH:3]=1)#[N:37].